This data is from Full USPTO retrosynthesis dataset with 1.9M reactions from patents (1976-2016). The task is: Predict the reactants needed to synthesize the given product. Given the product [CH2:5]([O:4][C:2]([NH:8][CH2:9][CH2:10][C:11]([OH:13])=[O:12])=[O:3])[C:6]#[CH:7], predict the reactants needed to synthesize it. The reactants are: Cl[C:2]([O:4][CH2:5][C:6]#[CH:7])=[O:3].[NH2:8][CH2:9][CH2:10][C:11]([OH:13])=[O:12].C([O-])(O)=O.[Na+].